From a dataset of Forward reaction prediction with 1.9M reactions from USPTO patents (1976-2016). Predict the product of the given reaction. (1) Given the reactants [CH2:1]([OH:6])[CH2:2][CH2:3][CH:4]=[CH2:5].N1C=CC=CC=1.[C:13]1([S:19](Cl)(=[O:21])=[O:20])[CH:18]=[CH:17][CH:16]=[CH:15][CH:14]=1, predict the reaction product. The product is: [CH2:1]([O:6][S:19]([C:13]1[CH:18]=[CH:17][CH:16]=[CH:15][CH:14]=1)(=[O:21])=[O:20])[CH2:2][CH2:3][CH:4]=[CH2:5]. (2) Given the reactants CO[C:3]([C:5]1[N:6]([CH3:17])[CH2:7][C:8]2[CH:9]=[CH:10][CH:11]=[N:12][C:13]=2[C:14]=1[O:15]C)=[O:4].[Cl:18][C:19]1[CH:20]=[C:21]([CH:24]=[C:25]([Cl:27])[CH:26]=1)[CH2:22][NH2:23].[Cl-].[Al+3].[Cl-].[Cl-].C([O-])(O)=O.[Na+].C(N(CC(O)=O)CC(O)=O)CN(CC(O)=O)CC(O)=O, predict the reaction product. The product is: [Cl:18][C:19]1[CH:20]=[C:21]([CH:24]=[C:25]([Cl:27])[CH:26]=1)[CH2:22][NH:23][C:3]([C:5]1[N:6]([CH3:17])[CH2:7][C:8]2[CH:9]=[CH:10][CH:11]=[N:12][C:13]=2[C:14]=1[OH:15])=[O:4].